This data is from Full USPTO retrosynthesis dataset with 1.9M reactions from patents (1976-2016). The task is: Predict the reactants needed to synthesize the given product. (1) Given the product [CH3:14][O:13][C:6]1[CH:5]=[C:4]2[C:9]([CH:10]=[C:11]([CH3:12])[CH:2]=[N:3]2)=[CH:8][CH:7]=1, predict the reactants needed to synthesize it. The reactants are: Cl[C:2]1[C:11]([CH3:12])=[CH:10][C:9]2[C:4](=[CH:5][C:6]([O:13][CH3:14])=[CH:7][CH:8]=2)[N:3]=1.C(N(CC)CC)C.[H][H]. (2) Given the product [CH:42]1([CH2:45][C:46]([N:39]2[CH2:40][CH2:41][C@@H:37]([NH:36][C:34]([NH:33][C:3]3[CH:4]=[CH:5][C:6]([C:8]([N:10]4[CH2:11][CH2:12][N:13]([CH2:16][C:17]5[CH:18]=[CH:19][C:20]([C:23]([OH:32])([C:24]([F:25])([F:26])[F:27])[C:28]([F:30])([F:31])[F:29])=[CH:21][CH:22]=5)[CH2:14][CH2:15]4)=[O:9])=[CH:7][C:2]=3[F:1])=[O:35])[CH2:38]2)=[O:47])[CH2:44][CH2:43]1, predict the reactants needed to synthesize it. The reactants are: [F:1][C:2]1[CH:7]=[C:6]([C:8]([N:10]2[CH2:15][CH2:14][N:13]([CH2:16][C:17]3[CH:22]=[CH:21][C:20]([C:23]([OH:32])([C:28]([F:31])([F:30])[F:29])[C:24]([F:27])([F:26])[F:25])=[CH:19][CH:18]=3)[CH2:12][CH2:11]2)=[O:9])[CH:5]=[CH:4][C:3]=1[NH:33][C:34]([NH:36][C@@H:37]1[CH2:41][CH2:40][NH:39][CH2:38]1)=[O:35].[CH:42]1([CH2:45][C:46](O)=[O:47])[CH2:44][CH2:43]1.C(N(CC)CC)C.CCCP1(OP(CCC)(=O)OP(CCC)(=O)O1)=O. (3) The reactants are: [CH3:1][C:2]1[CH:3]=[CH:4][C:5]2[O:9][CH:8]=[N:7][C:6]=2[CH:10]=1.C1C(=O)N([Br:18])C(=O)C1.CC(N=NC(C#N)(C)C)(C#N)C. Given the product [Br:18][CH2:1][C:2]1[CH:3]=[CH:4][C:5]2[O:9][CH:8]=[N:7][C:6]=2[CH:10]=1, predict the reactants needed to synthesize it. (4) The reactants are: [C:1]([OH:4])(=[O:3])[CH3:2].[C:1]([OH:4])(=[O:3])[CH3:2].IC1C=CC=CC=1.[NH2:16][C:17]1[C:22]2[C:23]([C:38]3[CH:39]=[N:40][C:41]4[C:46]([CH:47]=3)=[CH:45][CH:44]=[CH:43][CH:42]=4)=[C:24]3[N:29]([C:21]=2[N:20]=[CH:19][N:18]=1)[CH2:28][C@@H:27]([NH:30][C:31](=[O:37])[O:32][C:33]([CH3:36])([CH3:35])[CH3:34])[CH2:26][CH2:25]3. Given the product [C:1]([O:4][CH:25]1[C:24]2[N:29]([C:21]3[N:20]=[CH:19][N:18]=[C:17]([NH2:16])[C:22]=3[C:23]=2[C:38]2[CH:39]=[N:40][C:41]3[C:46]([CH:47]=2)=[CH:45][CH:44]=[CH:43][CH:42]=3)[CH2:28][C@@H:27]([NH:30][C:31]([O:32][C:33]([CH3:36])([CH3:35])[CH3:34])=[O:37])[CH2:26]1)(=[O:3])[CH3:2], predict the reactants needed to synthesize it. (5) Given the product [CH3:24][O:25][C:26]1[CH:31]=[CH:30][C:29]([C:32]([C:34]2[CH:35]=[C:36]([O:44][CH3:45])[C:37]([O:42][CH3:43])=[C:38]([O:40][CH3:41])[CH:39]=2)=[O:33])=[CH:28][C:27]=1[N+:46]([O-:48])=[O:47], predict the reactants needed to synthesize it. The reactants are: COC1C=CC(C(C2C=CC(OC)=C(OC)C=2)=O)=CC=1[N+]([O-])=O.[CH3:24][O:25][C:26]1[CH:31]=[CH:30][C:29]([CH:32]([C:34]2[CH:39]=[C:38]([O:40][CH3:41])[C:37]([O:42][CH3:43])=[C:36]([O:44][CH3:45])[CH:35]=2)[OH:33])=[CH:28][C:27]=1[N+:46]([O-:48])=[O:47].[Cr](Cl)([O-])(=O)=O.[NH+]1C=CC=CC=1.